This data is from Forward reaction prediction with 1.9M reactions from USPTO patents (1976-2016). The task is: Predict the product of the given reaction. (1) Given the reactants [CH3:1][N:2]([CH2:4][CH:5]1[CH2:10][CH2:9][CH2:8][CH2:7][C:6]1([C:12]1[CH:13]=[C:14]([CH:18]=[CH:19][CH:20]=1)[C:15]([OH:17])=O)[OH:11])[CH3:3].C(Cl)Cl.[CH2:24]([NH:26][CH2:27][CH3:28])[CH3:25].CN(C(ON1N=NC2C=CC=NC1=2)=[N+](C)C)C.F[P-](F)(F)(F)(F)F, predict the reaction product. The product is: [CH3:3][N:2]([CH2:4][CH:5]1[CH2:10][CH2:9][CH2:8][CH2:7][C:6]1([C:12]1[CH:13]=[C:14]([CH:18]=[CH:19][CH:20]=1)[C:15]([N:26]([CH2:27][CH3:28])[CH2:24][CH3:25])=[O:17])[OH:11])[CH3:1]. (2) Given the reactants [C:1]([NH:18][C@H:19]([C:23]([OH:25])=[O:24])[CH:20]([CH3:22])[CH3:21])([O:3][CH2:4][CH:5]1[C:17]2[C:12](=[CH:13][CH:14]=[CH:15][CH:16]=2)[C:11]2[C:6]1=[CH:7][CH:8]=[CH:9][CH:10]=2)=[O:2].CCN(C(C)C)C(C)C.[Cl-].O[C@H:37](/[CH:64]=[CH:65]/[CH2:66][CH2:67][S:68][C:69]([C:82]1[CH:87]=[CH:86][CH:85]=[CH:84][CH:83]=1)([C:76]1[CH:81]=[CH:80][CH:79]=[CH:78][CH:77]=1)[C:70]1[CH:75]=[CH:74][CH:73]=[CH:72][CH:71]=1)[CH2:38][C:39]([NH:41][CH2:42][C:43]1[N:48]=[C:47]([C:49]2[CH:54]=[CH:53][CH:52]=[C:51]([C:55]([O:57][CH2:58][CH2:59][Si:60]([CH3:63])([CH3:62])[CH3:61])=[O:56])[N:50]=2)[CH:46]=[CH:45][CH:44]=1)=[O:40], predict the reaction product. The product is: [CH:7]1[C:6]2[CH:5]([CH2:4][O:3][C:1](=[O:2])[NH:18][C@H:19]([CH:20]([CH3:21])[CH3:22])[C:23](=[O:25])[O:24][C@H:37](/[CH:64]=[CH:65]/[CH2:66][CH2:67][S:68][C:69]([C:82]3[CH:87]=[CH:86][CH:85]=[CH:84][CH:83]=3)([C:76]3[CH:77]=[CH:78][CH:79]=[CH:80][CH:81]=3)[C:70]3[CH:71]=[CH:72][CH:73]=[CH:74][CH:75]=3)[CH2:38][C:39](=[O:40])[NH:41][CH2:42][C:43]3[N:48]=[C:47]([C:49]4[CH:54]=[CH:53][CH:52]=[C:51]([C:55]([O:57][CH2:58][CH2:59][Si:60]([CH3:61])([CH3:63])[CH3:62])=[O:56])[N:50]=4)[CH:46]=[CH:45][CH:44]=3)[C:17]3[C:12](=[CH:13][CH:14]=[CH:15][CH:16]=3)[C:11]=2[CH:10]=[CH:9][CH:8]=1. (3) The product is: [CH:27]1([CH2:26][NH:25][N:16]2[C:17]3[C:22](=[CH:21][CH:20]=[CH:19][CH:18]=3)[C:23]([OH:24])=[C:14]([C:8]3[NH:7][C:6]4[S:5][CH:4]=[C:3]([CH2:2][NH:1][S:44]([C:38]5[CH:43]=[CH:42][CH:41]=[CH:40][CH:39]=5)(=[O:46])=[O:45])[C:11]=4[S:10](=[O:12])(=[O:13])[N:9]=3)[C:15]2=[O:30])[CH2:28][CH2:29]1. Given the reactants [NH2:1][CH2:2][C:3]1[C:11]2[S:10](=[O:13])(=[O:12])[N:9]=[C:8]([C:14]3[C:15](=[O:30])[N:16]([NH:25][CH2:26][CH:27]4[CH2:29][CH2:28]4)[C:17]4[C:22]([C:23]=3[OH:24])=[CH:21][CH:20]=[CH:19][CH:18]=4)[NH:7][C:6]=2[S:5][CH:4]=1.C(N(CC)CC)C.[C:38]1([S:44](Cl)(=[O:46])=[O:45])[CH:43]=[CH:42][CH:41]=[CH:40][CH:39]=1, predict the reaction product. (4) Given the reactants C1(P(C2C=CC=CC=2)C2C=CC=CC=2)C=CC=CC=1.N(C(OCC)=O)=NC(OCC)=O.[CH3:32][O:33][C:34](=[O:51])/[CH:35]=[CH:36]/[C:37]1[CH:42]=[CH:41][C:40]([CH2:43][N:44]2[CH2:48][CH2:47][CH2:46][C@@H:45]2[CH2:49]O)=[CH:39][CH:38]=1.C1(P([N:66]=[N+:67]=[N-:68])(C2C=CC=CC=2)=O)C=CC=CC=1, predict the reaction product. The product is: [CH3:32][O:33][C:34](=[O:51])/[CH:35]=[CH:36]/[C:37]1[CH:42]=[CH:41][C:40]([CH2:43][N:44]2[CH2:48][CH2:47][CH2:46][C@@H:45]2[CH2:49][N:66]=[N+:67]=[N-:68])=[CH:39][CH:38]=1. (5) Given the reactants [CH2:1]([O:3][C:4]1[CH:26]=[CH:25][C:7]([C:8]([NH:10][CH2:11][CH2:12][NH:13][C:14]([C:16]2[C:17]([C:21]([F:24])([F:23])[F:22])=[N:18][NH:19][CH:20]=2)=[O:15])=[O:9])=[CH:6][CH:5]=1)[CH3:2].CN[C@@H]1CCCC[C@H]1NC.C(=O)([O-])[O-].[K+].[K+].I[C:44]1[CH:53]=[CH:52][CH:51]=[CH:50][C:45]=1[C:46]([O:48][CH3:49])=[O:47], predict the reaction product. The product is: [CH2:1]([O:3][C:4]1[CH:5]=[CH:6][C:7]([C:8]([NH:10][CH2:11][CH2:12][NH:13][C:14]([C:16]2[C:17]([C:21]([F:22])([F:23])[F:24])=[N:18][N:19]([C:44]3[CH:53]=[CH:52][CH:51]=[CH:50][C:45]=3[C:46]([O:48][CH3:49])=[O:47])[CH:20]=2)=[O:15])=[O:9])=[CH:25][CH:26]=1)[CH3:2].